This data is from Full USPTO retrosynthesis dataset with 1.9M reactions from patents (1976-2016). The task is: Predict the reactants needed to synthesize the given product. (1) Given the product [CH:1]([C:3]1[CH:4]=[C:5]([CH:9]=[C:10]([CH2:13][CH3:14])[CH:11]=1)[C:6]([OH:8])=[O:7])=[O:2], predict the reactants needed to synthesize it. The reactants are: [CH:1]([C:3]1[CH:4]=[C:5]([CH:9]=[C:10](Br)[CH:11]=1)[C:6]([OH:8])=[O:7])=[O:2].[CH2:13]([Zn]CC)[CH3:14]. (2) Given the product [ClH:24].[C:1]1([S:7]([C:10]2[C:18]3[C:13](=[C:14]([O:19][CH2:20][CH2:21][NH:22][CH3:23])[CH:15]=[CH:16][CH:17]=3)[NH:12][CH:11]=2)(=[O:9])=[O:8])[CH:2]=[CH:3][CH:4]=[CH:5][CH:6]=1, predict the reactants needed to synthesize it. The reactants are: [C:1]1([S:7]([C:10]2[C:18]3[C:13](=[C:14]([O:19][CH2:20][CH2:21][NH:22][CH3:23])[CH:15]=[CH:16][CH:17]=3)[NH:12][CH:11]=2)(=[O:9])=[O:8])[CH:6]=[CH:5][CH:4]=[CH:3][CH:2]=1.[ClH:24]. (3) Given the product [C:6]([O:10][C:11]([NH:13][CH2:14][CH2:15][O:16][CH2:17][CH:1]=[S:2](=[O:4])=[O:3])=[O:12])([CH3:9])([CH3:8])[CH3:7], predict the reactants needed to synthesize it. The reactants are: [CH3:1][S:2](Cl)(=[O:4])=[O:3].[C:6]([O:10][C:11]([NH:13][CH2:14][CH2:15][O:16][CH2:17]CO)=[O:12])([CH3:9])([CH3:8])[CH3:7].C(N(CC)CC)C. (4) Given the product [C:1]12([C:11]3[CH:12]=[C:13]([CH:17]=[CH:18][C:19]=3[OH:20])[C:14]([NH:22][CH2:26][C:25]3[CH:34]=[CH:29][C:30]([OH:44])=[C:23]([OH:28])[CH:24]=3)=[O:15])[CH2:8][CH:7]3[CH2:6][CH:5]([CH2:4][CH:3]([CH2:9]3)[CH2:2]1)[CH2:10]2, predict the reactants needed to synthesize it. The reactants are: [C:1]12([C:11]3[CH:12]=[C:13]([CH:17]=[CH:18][C:19]=3[OH:20])[C:14](O)=[O:15])[CH2:10][CH:5]3[CH2:6][CH:7]([CH2:9][CH:3]([CH2:4]3)[CH2:2]1)[CH2:8]2.O[N:22]1[C:26](=O)[CH2:25][CH2:24][C:23]1=[O:28].[CH:29]1(N=C=NC2CCCCC2)[CH2:34]CCC[CH2:30]1.[O:44]1CCOCC1.